Task: Predict the reaction yield, written as a fraction of the theoretical maximum amount of product (1.0 means a 100% yield; for example, 0.34 means a 34% yield).. Dataset: Reaction yield outcomes from USPTO patents with 853,638 reactions (1) The reactants are Br[C:2]1[S:6][C:5]2[C:7](=[O:17])[CH2:8][CH:9]([C:10]3[CH:15]=[CH:14][C:13]([Cl:16])=[CH:12][CH:11]=3)[C:4]=2[CH:3]=1.[NH:18]1[CH2:23][CH2:22][O:21][CH2:20][CH2:19]1.O1CCOCC1.C(=O)([O-])[O-].[Cs+].[Cs+].C1(P(C2C=CC=CC=2)C2C3OC4C(=CC=CC=4P(C4C=CC=CC=4)C4C=CC=CC=4)C(C)(C)C=3C=CC=2)C=CC=CC=1. The product is [Cl:16][C:13]1[CH:14]=[CH:15][C:10]([CH:9]2[C:4]3[CH:3]=[C:2]([N:18]4[CH2:23][CH2:22][O:21][CH2:20][CH2:19]4)[S:6][C:5]=3[C:7](=[O:17])[CH2:8]2)=[CH:11][CH:12]=1. The yield is 0.490. The catalyst is C1C=CC(/C=C/C(/C=C/C2C=CC=CC=2)=O)=CC=1.C1C=CC(/C=C/C(/C=C/C2C=CC=CC=2)=O)=CC=1.C1C=CC(/C=C/C(/C=C/C2C=CC=CC=2)=O)=CC=1.[Pd].[Pd]. (2) The reactants are C([Li])CCC.Br[C:7]1[CH:12]=[CH:11][CH:10]=[CH:9][N:8]=1.[CH3:13][Sn:14](Cl)([CH3:16])[CH3:15].C1COCC1. No catalyst specified. The product is [CH3:13][Sn:14]([CH3:16])([CH3:15])[C:7]1[CH:12]=[CH:11][CH:10]=[CH:9][N:8]=1. The yield is 0.510.